Dataset: Catalyst prediction with 721,799 reactions and 888 catalyst types from USPTO. Task: Predict which catalyst facilitates the given reaction. (1) Reactant: [NH:1]1[C:9]2[C:4](=[CH:5][CH:6]=[CH:7][CH:8]=2)[CH:3]=[CH:2]1.[H-].[Na+].Cl[C:13]1[N:17]([CH3:18])[N:16]=[C:15]([CH3:19])[C:14]=1[CH:20]=[O:21].O. Product: [N:1]1([C:13]2[N:17]([CH3:18])[N:16]=[C:15]([CH3:19])[C:14]=2[CH:20]=[O:21])[C:9]2[C:4](=[CH:5][CH:6]=[CH:7][CH:8]=2)[CH:3]=[CH:2]1. The catalyst class is: 9. (2) Reactant: [C:1]([C:5]1[CH:14]=[C:13]2[C:8]([C:9](=[O:45])[N:10]([C:15]3[CH:20]=[CH:19][CH:18]=[C:17]([C:21]4[CH:26]=[C:25]([NH:27][C:28]5[CH:33]=[CH:32][C:31]([C:34]([N:36]6[CH2:41][CH2:40][O:39][CH2:38][CH2:37]6)=[O:35])=[CH:30][N:29]=5)[C:24](=[O:42])[N:23]([CH3:43])[N:22]=4)[C:16]=3[CH3:44])[CH:11]=[N:12]2)=[CH:7][CH:6]=1)([CH3:4])([CH3:3])[CH3:2].C([BH3-])#N.[Na+]. Product: [C:1]([C:5]1[CH:14]=[C:13]2[C:8]([C:9](=[O:45])[N:10]([C:15]3[CH:20]=[CH:19][CH:18]=[C:17]([C:21]4[CH:26]=[C:25]([NH:27][C:28]5[CH:33]=[CH:32][C:31]([C:34]([N:36]6[CH2:41][CH2:40][O:39][CH2:38][CH2:37]6)=[O:35])=[CH:30][N:29]=5)[C:24](=[O:42])[N:23]([CH3:43])[N:22]=4)[C:16]=3[CH3:44])[CH2:11][NH:12]2)=[CH:7][CH:6]=1)([CH3:4])([CH3:3])[CH3:2]. The catalyst class is: 240. (3) Reactant: Cl[C:2]1[C:11]2[C:6](=[CH:7][CH:8]=[CH:9][CH:10]=2)[N:5]=[C:4]([C:12]2[CH:17]=[CH:16][C:15]([CH3:18])=[C:14]([C:19]3[CH:24]=[CH:23][C:22]([O:25][CH3:26])=[C:21]([F:27])[CH:20]=3)[N:13]=2)[N:3]=1.C(N(CC)CC)C.[H][H]. Product: [F:27][C:21]1[CH:20]=[C:19]([C:14]2[N:13]=[C:12]([C:4]3[NH:3][CH2:2][C:11]4[C:6](=[CH:7][CH:8]=[CH:9][CH:10]=4)[N:5]=3)[CH:17]=[CH:16][C:15]=2[CH3:18])[CH:24]=[CH:23][C:22]=1[O:25][CH3:26]. The catalyst class is: 19. (4) Reactant: Cl[C:2]1[CH:7]=[C:6]([Cl:8])[N:5]=[C:4]([NH2:9])[N:3]=1.[Cl:10][C:11]1[CH:16]=[CH:15][C:14]([NH2:17])=[CH:13][CH:12]=1.C(N(CC)C(C)C)(C)C. Product: [Cl:8][C:6]1[N:5]=[C:4]([NH2:9])[N:3]=[C:2]([NH:17][C:14]2[CH:15]=[CH:16][C:11]([Cl:10])=[CH:12][CH:13]=2)[CH:7]=1. The catalyst class is: 8. (5) Reactant: C([O:8][C:9](=[O:35])[NH:10][C:11]1[CH:16]=[CH:15][C:14]([O:17][C:18]2[CH:23]=[CH:22][C:21]([CH2:24][CH3:25])=[CH:20][C:19]=2[O:26][CH2:27][C:28]2[CH:33]=[CH:32][CH:31]=[CH:30][CH:29]=2)=[C:13]([F:34])[CH:12]=1)C1C=CC=CC=1.C([Li])CCC.[C:41](OC[C@@H]1OC1)(=[O:45])[CH2:42][CH2:43]C.[NH4+].[Cl-]. Product: [CH2:27]([O:26][C:19]1[CH:20]=[C:21]([CH2:24][CH3:25])[CH:22]=[CH:23][C:18]=1[O:17][C:14]1[CH:15]=[CH:16][C:11]([N:10]2[CH2:43][C@H:42]([CH2:41][OH:45])[O:8][C:9]2=[O:35])=[CH:12][C:13]=1[F:34])[C:28]1[CH:33]=[CH:32][CH:31]=[CH:30][CH:29]=1. The catalyst class is: 1. (6) Reactant: [CH3:1][C:2]([OH:41])([C:4]1[CH:5]=[CH:6][CH:7]=[CH:8][C:9]=1[CH2:10][CH2:11][C@@H:12]([S:32][CH2:33][C:34]1([CH2:37][C:38]([OH:40])=[O:39])[CH2:36][CH2:35]1)[C:13]1[CH:14]=[CH:15][CH:16]=[C:17](/[CH:19]=[CH:20]/[C:21]2[CH:22]=[CH:23][C:24]3[CH:25]=[CH:26][C:27]([Cl:31])=[CH:28][C:29]=3[N:30]=2)[CH:18]=1)[CH3:3].C1(N)CCCCC1.C(O)(=O)C. Product: [CH3:3][C:2]([OH:41])([C:4]1[CH:5]=[CH:6][CH:7]=[CH:8][C:9]=1[CH2:10][CH2:11][C@@H:12]([S:32][CH2:33][C:34]1([CH2:37][C:38]([OH:40])=[O:39])[CH2:35][CH2:36]1)[C:13]1[CH:14]=[CH:15][CH:16]=[C:17](/[CH:19]=[CH:20]/[C:21]2[CH:22]=[CH:23][C:24]3[CH:25]=[CH:26][C:27]([Cl:31])=[CH:28][C:29]=3[N:30]=2)[CH:18]=1)[CH3:1]. The catalyst class is: 11. (7) Reactant: [F:1][C:2]1[CH:3]=[C:4]([C@H:8]2[CH2:12][CH2:11][CH2:10][N:9]2[C:13]2[CH:18]=[CH:17][N:16]3[N:19]=[CH:20][C:21]([C:22]([OH:24])=O)=[C:15]3[N:14]=2)[CH:5]=[N:6][CH:7]=1.CN(C(ON1N=NC2C=CC=NC1=2)=[N+](C)C)C.F[P-](F)(F)(F)(F)F.Cl.[F:50][C:51]([F:57])([F:56])[C:52]1([NH2:55])[CH2:54][CH2:53]1.CCN(C(C)C)C(C)C. Product: [F:1][C:2]1[CH:3]=[C:4]([C@H:8]2[CH2:12][CH2:11][CH2:10][N:9]2[C:13]2[CH:18]=[CH:17][N:16]3[N:19]=[CH:20][C:21]([C:22]([NH:55][C:52]4([C:51]([F:57])([F:56])[F:50])[CH2:54][CH2:53]4)=[O:24])=[C:15]3[N:14]=2)[CH:5]=[N:6][CH:7]=1. The catalyst class is: 3. (8) Reactant: [O:1]1[CH2:6][CH2:5][O:4][CH2:3][C@@H:2]1[CH2:7][O:8][C:9]1[CH:23]=[C:13]2[C:14]3[C:19]([CH2:20][CH2:21][N:12]2[C:11](=[O:24])[N:10]=1)=[CH:18][C:17]([OH:22])=[CH:16][CH:15]=3.[CH2:25]([O:28][CH2:29][CH2:30]O)[CH2:26][CH3:27].C1C=CC(P(C2C=CC=CC=2)C2C=CC=CC=2)=CC=1.CC(OC(/N=N/C(OC(C)C)=O)=O)C. Product: [O:1]1[CH2:6][CH2:5][O:4][CH2:3][C@@H:2]1[CH2:7][O:8][C:9]1[CH:23]=[C:13]2[C:14]3[C:19]([CH2:20][CH2:21][N:12]2[C:11](=[O:24])[N:10]=1)=[CH:18][C:17]([O:22][CH2:30][CH2:29][O:28][CH2:25][CH2:26][CH3:27])=[CH:16][CH:15]=3. The catalyst class is: 12.